From a dataset of Full USPTO retrosynthesis dataset with 1.9M reactions from patents (1976-2016). Predict the reactants needed to synthesize the given product. (1) Given the product [NH2:39][CH2:40][C@@H:41]([F:62])[CH2:42][N:43]1[C:52]2[CH:51]=[C:50]3[CH2:53][CH2:54][CH2:55][CH2:56][C:49]3=[CH:48][C:47]=2[C:46]2=[N:57][NH:58][C:59]([CH3:60])=[C:45]2[C:44]1=[O:61].[NH2:39][CH2:40][C@H:41]([F:62])[CH2:42][N:43]1[C:52]2[CH:51]=[C:50]3[CH2:53][CH2:54][CH2:55][CH2:56][C:49]3=[CH:48][C:47]=2[C:46]2=[N:57][NH:58][C:59]([CH3:60])=[C:45]2[C:44]1=[O:61], predict the reactants needed to synthesize it. The reactants are: C(OC(NC[C@H](F)CC1CCC2CC3CCC=NC=3C3=NN(C(OC(C)(C)C)=O)C(C)C23C1=O)=O)(C)(C)C.[NH2:39][CH2:40][C@H:41]([F:62])[CH2:42][N:43]1[C:52]2[CH:51]=[C:50]3[CH2:53][CH2:54][CH2:55][CH2:56][C:49]3=[CH:48][C:47]=2[C:46]2=[N:57][NH:58][C:59]([CH3:60])=[C:45]2[C:44]1=[O:61].Cl. (2) Given the product [C:1]([C:5]1[CH:17]=[CH:16][C:15]2[C:14]3[C:9](=[CH:10][C:11]([C:18]([CH3:21])([CH3:19])[CH3:20])=[CH:12][CH:13]=3)[N:8]([C:22]3[CH:27]=[C:26]([C:28]([CH3:29])([CH2:30][C:31]([CH3:34])([CH3:33])[CH3:32])[CH3:35])[CH:25]=[C:24]([B:52]4[O:56][C:55]([CH3:58])([CH3:57])[C:54]([CH3:60])([CH3:59])[O:53]4)[C:23]=3[O:36][CH:37]3[CH2:42][CH2:41][CH2:40][CH2:39][O:38]3)[C:7]=2[CH:6]=1)([CH3:2])([CH3:3])[CH3:4], predict the reactants needed to synthesize it. The reactants are: [C:1]([C:5]1[CH:17]=[CH:16][C:15]2[C:14]3[C:9](=[CH:10][C:11]([C:18]([CH3:21])([CH3:20])[CH3:19])=[CH:12][CH:13]=3)[N:8]([C:22]3[CH:27]=[C:26]([C:28]([CH3:35])([CH2:30][C:31]([CH3:34])([CH3:33])[CH3:32])[CH3:29])[CH:25]=[CH:24][C:23]=3[O:36][CH:37]3[CH2:42][CH2:41][CH2:40][CH2:39][O:38]3)[C:7]=2[CH:6]=1)([CH3:4])([CH3:3])[CH3:2].C([Li])CCC.C(O[B:52]1[O:56][C:55]([CH3:58])([CH3:57])[C:54]([CH3:60])([CH3:59])[O:53]1)(C)C.C(=O)(O)[O-].[Na+]. (3) Given the product [F:2][C:3]1[C:12]2[C:7](=[CH:8][CH:9]=[CH:10][CH:11]=2)[CH:6]=[CH:5][C:4]=1[O:13][CH2:14][CH2:15][NH:16][CH2:23][C:21]1[O:22][C:18]([CH3:17])=[CH:19][CH:20]=1, predict the reactants needed to synthesize it. The reactants are: [Cl-].[F:2][C:3]1[C:12]2[C:7](=[CH:8][CH:9]=[CH:10][CH:11]=2)[CH:6]=[CH:5][C:4]=1[O:13][CH2:14][CH2:15][NH3+:16].[CH3:17][C:18]1[O:22][C:21]([CH:23]=O)=[CH:20][CH:19]=1. (4) Given the product [F:38][C:2]([F:1])([F:37])[C:3]1[CH:8]=[CH:7][C:6]([C:9]2[N:13]([CH2:14][O:15][CH2:16][CH2:17][Si:18]([CH3:21])([CH3:20])[CH3:19])[C:12]([N:22]3[CH2:23][CH2:24][N:25]([C:40]4[C:45]([C:46]([F:49])([F:48])[F:47])=[CH:44][CH:43]=[CH:42][N:41]=4)[CH2:26][CH2:27]3)=[N:11][C:10]=2[C:28]2[CH:29]=[C:30]([F:36])[C:31]([F:35])=[C:32]([F:34])[CH:33]=2)=[CH:5][CH:4]=1, predict the reactants needed to synthesize it. The reactants are: [F:1][C:2]([F:38])([F:37])[C:3]1[CH:8]=[CH:7][C:6]([C:9]2[N:13]([CH2:14][O:15][CH2:16][CH2:17][Si:18]([CH3:21])([CH3:20])[CH3:19])[C:12]([N:22]3[CH2:27][CH2:26][NH:25][CH2:24][CH2:23]3)=[N:11][C:10]=2[C:28]2[CH:33]=[C:32]([F:34])[C:31]([F:35])=[C:30]([F:36])[CH:29]=2)=[CH:5][CH:4]=1.Cl[C:40]1[C:45]([C:46]([F:49])([F:48])[F:47])=[CH:44][CH:43]=[CH:42][N:41]=1. (5) Given the product [Cl:29][CH2:22][O:21][C:5]1[C:4]([CH3:25])=[N:3][N:2]([CH3:1])[C:7](=[O:8])[C:6]=1[C:9]1[C:14]([CH2:15][CH3:16])=[CH:13][C:12]([CH2:17][CH3:18])=[CH:11][C:10]=1[CH2:19][CH3:20], predict the reactants needed to synthesize it. The reactants are: [CH3:1][N:2]1[C:7](=[O:8])[C:6]([C:9]2[C:14]([CH2:15][CH3:16])=[CH:13][C:12]([CH2:17][CH3:18])=[CH:11][C:10]=2[CH2:19][CH3:20])=[C:5]([O:21][CH2:22]SC)[C:4]([CH3:25])=[N:3]1.S(Cl)([Cl:29])(=O)=O.